From a dataset of Catalyst prediction with 721,799 reactions and 888 catalyst types from USPTO. Predict which catalyst facilitates the given reaction. (1) The catalyst class is: 2. Product: [OH:1][B:2]1[C:6]2[CH:7]=[C:8]([O:12][S:29]([CH3:28])(=[O:31])=[O:30])[CH:9]=[C:10]([CH3:11])[C:5]=2[CH:4]([CH2:13][C:14]([O:16][CH2:17][CH3:18])=[O:15])[O:3]1. Reactant: [OH:1][B:2]1[C:6]2[CH:7]=[C:8]([OH:12])[CH:9]=[C:10]([CH3:11])[C:5]=2[CH:4]([CH2:13][C:14]([O:16][CH2:17][CH3:18])=[O:15])[O:3]1.CCN(C(C)C)C(C)C.[CH3:28][S:29](Cl)(=[O:31])=[O:30]. (2) The catalyst class is: 9. Product: [CH:28]1([C:26]([NH:25][C:23]2[N:24]=[C:19]3[CH:18]=[CH:17][C:16]([O:15][C:14]4[CH:31]=[CH:32][C:33]([F:34])=[C:12]([NH:11][C:8]([C:4]5[S:3][C:2]([CH3:1])=[N:6][C:5]=5[CH3:7])=[O:10])[CH:13]=4)=[N:21][N:20]3[CH:22]=2)=[O:27])[CH2:29][CH2:30]1. Reactant: [CH3:1][C:2]1[S:3][C:4]([C:8]([OH:10])=O)=[C:5]([CH3:7])[N:6]=1.[NH2:11][C:12]1[CH:13]=[C:14]([CH:31]=[CH:32][C:33]=1[F:34])[O:15][C:16]1[CH:17]=[CH:18][C:19]2[N:20]([CH:22]=[C:23]([NH:25][C:26]([CH:28]3[CH2:30][CH2:29]3)=[O:27])[N:24]=2)[N:21]=1.ON1C2C=CC=CC=2N=N1.Cl.C(N=C=NCCCN(C)C)C.C(N(CC)C(C)C)(C)C. (3) Reactant: [Br:1][C:2]1[CH:8]=[CH:7][CH:6]=[C:5]([CH3:9])[C:3]=1N.C=O.[BH3-][C:13]#[N:14].[Na+].[C:16](O)(=O)C. Product: [Br:1][C:2]1[CH:8]=[CH:7][CH:6]=[C:5]([CH3:9])[C:3]=1[N:14]([CH3:13])[CH3:16]. The catalyst class is: 10. (4) The catalyst class is: 14. Reactant: C1(C)C(S([N:10]2[CH:14]=[CH:13][CH:12]=[C:11]2[C:15](=[O:36])[C:16]2[CH:21]=[C:20]([NH:22]C(=O)C(F)(F)F)[CH:19]=[C:18]([NH:29]C(=O)C(F)(F)F)[CH:17]=2)(=O)=O)=CC=CC=1.[OH-].[K+]. Product: [NH2:29][C:18]1[CH:17]=[C:16]([CH:21]=[C:20]([NH2:22])[CH:19]=1)[C:15]([C:11]1[NH:10][CH:14]=[CH:13][CH:12]=1)=[O:36].